From a dataset of Forward reaction prediction with 1.9M reactions from USPTO patents (1976-2016). Predict the product of the given reaction. (1) Given the reactants [F:1][C:2]1[CH:7]=[CH:6][C:5]([O:8][CH3:9])=[CH:4][C:3]=1[C:10]1[CH:15]=[CH:14][C:13]([CH:16]=[CH2:17])=[CH:12][CH:11]=1.[Br:18][C:19]1[CH:20]=[CH:21][C:22]([CH2:26]O)=[C:23]([OH:25])[CH:24]=1, predict the reaction product. The product is: [Br:18][C:19]1[CH:24]=[C:23]2[C:22]([CH2:26][CH2:17][CH:16]([C:13]3[CH:12]=[CH:11][C:10]([C:3]4[CH:4]=[C:5]([O:8][CH3:9])[CH:6]=[CH:7][C:2]=4[F:1])=[CH:15][CH:14]=3)[O:25]2)=[CH:21][CH:20]=1. (2) Given the reactants Br[C:2]1[CH:7]=[CH:6][CH:5]=[CH:4][CH:3]=1.[CH3:8][C:9]([CH3:12])([O-:11])[CH3:10].[Na+], predict the reaction product. The product is: [C:9]([O:11][C:2]1[CH:7]=[CH:6][CH:5]=[CH:4][CH:3]=1)([CH3:12])([CH3:10])[CH3:8]. (3) Given the reactants C([N:4]1[CH2:9][CH2:8][N:7]([CH2:10][CH2:11][CH2:12][O:13][C:14]2[CH:19]=[CH:18][C:17]([CH:20]3[CH2:25][CH2:24][N:23]([C:26]4[CH2:27][CH2:28][C:29]5[N:30]([C:32]([C:35]([F:38])([F:37])[F:36])=[N:33][N:34]=5)[N:31]=4)[CH2:22][CH2:21]3)=[CH:16][CH:15]=2)[CH2:6][CH2:5]1)(=O)C.[CH3:39][S:40](Cl)(=[O:42])=[O:41], predict the reaction product. The product is: [CH3:39][S:40]([N:4]1[CH2:9][CH2:8][N:7]([CH2:10][CH2:11][CH2:12][O:13][C:14]2[CH:19]=[CH:18][C:17]([CH:20]3[CH2:21][CH2:22][N:23]([C:26]4[CH2:27][CH2:28][C:29]5[N:30]([C:32]([C:35]([F:36])([F:37])[F:38])=[N:33][N:34]=5)[N:31]=4)[CH2:24][CH2:25]3)=[CH:16][CH:15]=2)[CH2:6][CH2:5]1)(=[O:42])=[O:41]. (4) Given the reactants [Cl:1][C:2]1[CH:3]=[C:4]([CH:16]=O)[C:5]([O:12][CH2:13][C:14]#[N:15])=[C:6]([CH:11]=1)[C:7]([O:9][CH3:10])=[O:8].C([O-])([O-])=O.[K+].[K+].O, predict the reaction product. The product is: [Cl:1][C:2]1[CH:11]=[C:6]([C:7]([O:9][CH3:10])=[O:8])[C:5]2[O:12][C:13]([C:14]#[N:15])=[CH:16][C:4]=2[CH:3]=1. (5) Given the reactants [NH:1]1[C:9]2[C:4](=[CH:5][CH:6]=[CH:7][CH:8]=2)[CH2:3][C:2]1=[O:10].[CH3:11][S:12]([C:15]1[C:16]([C:23]2[CH:28]=[CH:27][CH:26]=[CH:25][CH:24]=2)=[C:17]([CH:21]=O)[NH:18][C:19]=1[CH3:20])(=[O:14])=[O:13].CC1(C)C(C)(C)OB(C2C=CC=C3C=2C=CN3)O1.N1CCCCC1, predict the reaction product. The product is: [CH3:11][S:12]([C:15]1[C:16]([C:23]2[CH:28]=[CH:27][CH:26]=[CH:25][CH:24]=2)=[C:17](/[CH:21]=[C:3]2\[C:2](=[O:10])[NH:1][C:9]3[C:4]\2=[CH:5][CH:6]=[CH:7][CH:8]=3)[NH:18][C:19]=1[CH3:20])(=[O:14])=[O:13]. (6) Given the reactants [Br:1][C:2]1[CH:9]=[CH:8][C:5]([CH:6]=O)=[C:4]([F:10])[CH:3]=1.BrC1C=CC(C=[N:17][OH:18])=C(OC)C=1, predict the reaction product. The product is: [Br:1][C:2]1[CH:9]=[CH:8][C:5]([CH:6]=[N:17][OH:18])=[C:4]([F:10])[CH:3]=1.